This data is from Reaction yield outcomes from USPTO patents with 853,638 reactions. The task is: Predict the reaction yield, written as a fraction of the theoretical maximum amount of product (1.0 means a 100% yield; for example, 0.34 means a 34% yield). (1) The reactants are [Cl:1][C:2]1[CH:7]=[C:6](F)[C:5]([N+:9]([O-:11])=[O:10])=[CH:4][C:3]=1[CH:12]([F:14])[F:13].C(N(CC)C(C)C)(C)C.Cl.Cl.[O:26]1[CH2:31][CH2:30][CH:29]([N:32]2[CH2:37][CH2:36][CH:35]([NH2:38])[CH2:34][CH2:33]2)[CH2:28][CH2:27]1. The catalyst is CN(C)C=O. The product is [Cl:1][C:2]1[C:3]([CH:12]([F:14])[F:13])=[CH:4][C:5]([N+:9]([O-:11])=[O:10])=[C:6]([NH:38][CH:35]2[CH2:34][CH2:33][N:32]([CH:29]3[CH2:30][CH2:31][O:26][CH2:27][CH2:28]3)[CH2:37][CH2:36]2)[CH:7]=1. The yield is 0.960. (2) The reactants are [NH2:1][C:2]1[N:7]=[CH:6][N:5]=[C:4]2[N:8]([CH2:12][C:13]3[N:14]([CH:25]([CH3:27])[CH3:26])[C:15](=[O:24])[C:16]4[C:21]([CH:22]=3)=[CH:20][CH:19]=[CH:18][C:17]=4[CH3:23])[N:9]=[C:10](I)[C:3]=12.CC1(C)C(C)(C)OB([C:36]2[CH:37]=[C:38]([OH:42])[CH:39]=[CH:40][CH:41]=2)O1.C1C=CC(P(C2C=CC=CC=2)C2C=CC=CC=2)=CC=1.C([O-])([O-])=O.[Na+].[Na+]. The catalyst is CN(C=O)C.C(O)C.O.CC([O-])=O.CC([O-])=O.[Pd+2]. The product is [NH2:1][C:2]1[N:7]=[CH:6][N:5]=[C:4]2[N:8]([CH2:12][C:13]3[N:14]([CH:25]([CH3:27])[CH3:26])[C:15](=[O:24])[C:16]4[C:21]([CH:22]=3)=[CH:20][CH:19]=[CH:18][C:17]=4[CH3:23])[N:9]=[C:10]([C:36]3[CH:41]=[CH:40][CH:39]=[C:38]([OH:42])[CH:37]=3)[C:3]=12. The yield is 0.610. (3) The reactants are C(OC([N:6]1[C:14]2[C:9](=[CH:10][C:11]([C:15]3[N:16]([CH3:24])[N:17]=[C:18]([C:20]([F:23])([F:22])[F:21])[CH:19]=3)=[CH:12][CH:13]=2)[CH:8]=[C:7]1[C:25]1[CH:30]=[CH:29][C:28]([C:31]([O:33][CH3:34])=[O:32])=[CH:27][C:26]=1[CH3:35])=O)C.[OH-].[Na+]. The catalyst is CO. The product is [CH3:34][O:33][C:31](=[O:32])[C:28]1[CH:29]=[CH:30][C:25]([C:7]2[NH:6][C:14]3[C:9]([CH:8]=2)=[CH:10][C:11]([C:15]2[N:16]([CH3:24])[N:17]=[C:18]([C:20]([F:23])([F:22])[F:21])[CH:19]=2)=[CH:12][CH:13]=3)=[C:26]([CH3:35])[CH:27]=1. The yield is 0.580. (4) The reactants are [Cl:1][C:2]1[C:3]([C:8]2[CH:9]=[C:10]3[C:14](=[CH:15][CH:16]=2)[N:13]([C:17]([O:19][C:20]([CH3:23])([CH3:22])[CH3:21])=[O:18])[N:12]=[C:11]3[NH:24][C:25]2[S:26][C:27]([CH2:30]O)=[CH:28][N:29]=2)=[N:4][CH:5]=[CH:6][CH:7]=1.CC(C)(O)[C:34]#[N:35].N(C(N1CCCCC1)=O)=NC(N1CCCCC1)=O.C(P(CCCC)CCCC)CCC. The catalyst is O1CCCC1. The product is [Cl:1][C:2]1[C:3]([C:8]2[CH:9]=[C:10]3[C:14](=[CH:15][CH:16]=2)[N:13]([C:17]([O:19][C:20]([CH3:23])([CH3:21])[CH3:22])=[O:18])[N:12]=[C:11]3[NH:24][C:25]2[S:26][C:27]([CH2:30][C:34]#[N:35])=[CH:28][N:29]=2)=[N:4][CH:5]=[CH:6][CH:7]=1. The yield is 0.250. (5) The reactants are [O:1]=[C:2]1[CH2:7][CH2:6][CH:5]([N:8]2[C:13](=[O:14])[C:12]([CH2:15][C:16]3[CH:21]=[CH:20][C:19]([C:22]4[CH:27]=[CH:26][CH:25]=[CH:24][C:23]=4[C:28]4[NH:32][C:31](=[O:33])[O:30][N:29]=4)=[CH:18][CH:17]=3)=[C:11]([CH2:34][CH2:35][CH3:36])[N:10]3[N:37]=[CH:38][N:39]=[C:9]23)[CH2:4][CH2:3]1.[O:40]1[CH2:44][CH:43](O)[CH:42]([OH:46])[CH2:41]1.CC1C=CC(S(O)(=O)=O)=CC=1.C(=O)([O-])O.[Na+]. The catalyst is C1(C)C=CC=CC=1. The product is [O:33]=[C:31]1[O:30][N:29]=[C:28]([C:23]2[CH:24]=[CH:25][CH:26]=[CH:27][C:22]=2[C:19]2[CH:18]=[CH:17][C:16]([CH2:15][C:12]3[C:13](=[O:14])[N:8]([CH:5]4[CH2:6][CH2:7][C:2]5([O:46][CH:42]6[CH2:41][O:40][CH2:44][CH:43]6[O:1]5)[CH2:3][CH2:4]4)[C:9]4[N:10]([N:37]=[CH:38][N:39]=4)[C:11]=3[CH2:34][CH2:35][CH3:36])=[CH:21][CH:20]=2)[NH:32]1. The yield is 0.680. (6) The reactants are [C:1]([C:3]1[CH:4]=[C:5]2[C:10](=[CH:11][C:12]=1[O:13][C:14]1[CH:22]=[CH:21][C:17]([C:18]([OH:20])=O)=[CH:16][C:15]=1[CH3:23])[O:9][CH2:8][CH2:7][CH:6]2[C:24]([O:26][CH3:27])=[O:25])#[N:2].C(N(C(C)C)C(C)C)C.CN(C(ON1N=NC2C=CC=CC1=2)=[N+](C)C)C.F[P-](F)(F)(F)(F)F.[Cl:61][C:62]1[CH:67]=[CH:66][C:65]([CH2:68][CH2:69][NH2:70])=[CH:64][CH:63]=1.Cl. The catalyst is CN(C=O)C. The product is [Cl:61][C:62]1[CH:67]=[CH:66][C:65]([CH2:68][CH2:69][NH:70][C:18]([C:17]2[CH:21]=[CH:22][C:14]([O:13][C:12]3[CH:11]=[C:10]4[C:5]([CH:6]([C:24]([O:26][CH3:27])=[O:25])[CH2:7][CH2:8][O:9]4)=[CH:4][C:3]=3[C:1]#[N:2])=[C:15]([CH3:23])[CH:16]=2)=[O:20])=[CH:64][CH:63]=1. The yield is 0.340. (7) The reactants are [Cl:1][C:2]1[CH:7]=[CH:6][C:5]([C:8]2[N:12]([C:13]3[CH:18]=[CH:17][C:16]([Cl:19])=[CH:15][C:14]=3[Cl:20])[N:11]=[C:10]([C:21](Cl)=[O:22])[C:9]=2[CH3:24])=[CH:4][CH:3]=1.[C:25]1([CH3:34])[CH:30]=[CH:29][C:28]([C:31]([NH2:33])=[O:32])=[CH:27][CH:26]=1.C[Si]([N-][Si](C)(C)C)(C)C.[Li+]. No catalyst specified. The product is [CH3:34][C:25]1[CH:30]=[CH:29][C:28]([C:31]([NH:33][C:21]([C:10]2[C:9]([CH3:24])=[C:8]([C:5]3[CH:4]=[CH:3][C:2]([Cl:1])=[CH:7][CH:6]=3)[N:12]([C:13]3[CH:18]=[CH:17][C:16]([Cl:19])=[CH:15][C:14]=3[Cl:20])[N:11]=2)=[O:22])=[O:32])=[CH:27][CH:26]=1. The yield is 0.940.